From a dataset of Reaction yield outcomes from USPTO patents with 853,638 reactions. Predict the reaction yield, written as a fraction of the theoretical maximum amount of product (1.0 means a 100% yield; for example, 0.34 means a 34% yield). The reactants are [Cl:1][C:2]1[N:7]=[C:6]([C:8]2[CH:9]=[C:10]([CH:13]=[CH:14][CH:15]=2)[CH:11]=O)[CH:5]=[CH:4][N:3]=1.[C:16]([NH2:20])([CH3:19])([CH3:18])[CH3:17]. No catalyst specified. The product is [C:16]([NH:20][CH2:11][C:10]1[CH:13]=[CH:14][CH:15]=[C:8]([C:6]2[CH:5]=[CH:4][N:3]=[C:2]([Cl:1])[N:7]=2)[CH:9]=1)([CH3:19])([CH3:18])[CH3:17]. The yield is 0.970.